From a dataset of Peptide-MHC class I binding affinity with 185,985 pairs from IEDB/IMGT. Regression. Given a peptide amino acid sequence and an MHC pseudo amino acid sequence, predict their binding affinity value. This is MHC class I binding data. (1) The peptide sequence is LPIFFCLWVY. The MHC is H-2-Ld with pseudo-sequence H-2-Ld. The binding affinity (normalized) is 0. (2) The binding affinity (normalized) is 0.0847. The MHC is HLA-A03:01 with pseudo-sequence HLA-A03:01. The peptide sequence is HQAIISDVL. (3) The MHC is HLA-B14:02 with pseudo-sequence HLA-B14:02. The binding affinity (normalized) is 0.489. The peptide sequence is YAMAIRQAI. (4) The peptide sequence is LAYFPVFRFLNGS. The MHC is HLA-B35:03 with pseudo-sequence HLA-B35:03. The binding affinity (normalized) is 0. (5) The peptide sequence is WPLSKMDIGV. The MHC is HLA-B51:01 with pseudo-sequence HLA-B51:01. The binding affinity (normalized) is 0.271. (6) The peptide sequence is SYGNANVSF. The MHC is HLA-B40:01 with pseudo-sequence HLA-B40:01. The binding affinity (normalized) is 0.0847. (7) The peptide sequence is DRFFKTLRA. The binding affinity (normalized) is 0. The MHC is HLA-A26:01 with pseudo-sequence HLA-A26:01. (8) The peptide sequence is VYGDTLEKL. The MHC is HLA-A24:02 with pseudo-sequence HLA-A24:02. The binding affinity (normalized) is 0.501. (9) The peptide sequence is AYISSEATTPV. The MHC is Mamu-B08 with pseudo-sequence Mamu-B08. The binding affinity (normalized) is 0.